Dataset: Reaction yield outcomes from USPTO patents with 853,638 reactions. Task: Predict the reaction yield, written as a fraction of the theoretical maximum amount of product (1.0 means a 100% yield; for example, 0.34 means a 34% yield). (1) The reactants are C(=O)([O-])[O-].[Cs+].[Cs+].[OH:7][C:8]1[CH:15]=[C:14]([O:16][CH2:17][C:18]2[C:19]([CH3:30])=[C:20]([C:24]3[CH:29]=[CH:28][CH:27]=[CH:26][CH:25]=3)[CH:21]=[CH:22][CH:23]=2)[CH:13]=[CH:12][C:9]=1[CH:10]=[O:11].Cl[CH2:32][C:33]1[CH:34]=[N:35][CH:36]=[C:37]([C:40]=1[CH3:41])[C:38]#[N:39].Cl. The catalyst is CN(C)C=O. The product is [CH:10]([C:9]1[CH:12]=[CH:13][C:14]([O:16][CH2:17][C:18]2[C:19]([CH3:30])=[C:20]([C:24]3[CH:29]=[CH:28][CH:27]=[CH:26][CH:25]=3)[CH:21]=[CH:22][CH:23]=2)=[CH:15][C:8]=1[O:7][CH2:32][C:33]1[CH:34]=[N:35][CH:36]=[C:37]([C:40]=1[CH3:41])[C:38]#[N:39])=[O:11]. The yield is 0.800. (2) The reactants are N1([O:10][C:11]2[C:20]3[C:15](=[CH:16][CH:17]=[CH:18][CH:19]=3)[N:14]=[CH:13][N:12]=2)C2C=CC=CC=2N=N1.[C:21]1(B(O)O)[CH:26]=[CH:25][CH:24]=[CH:23][CH:22]=1.C([O-])([O-])=O.[Cs+].[Cs+]. The catalyst is COCCOC.C1C=CC([P]([Pd]([P](C2C=CC=CC=2)(C2C=CC=CC=2)C2C=CC=CC=2)([P](C2C=CC=CC=2)(C2C=CC=CC=2)C2C=CC=CC=2)[P](C2C=CC=CC=2)(C2C=CC=CC=2)C2C=CC=CC=2)(C2C=CC=CC=2)C2C=CC=CC=2)=CC=1. The product is [O:10]([C:11]1[C:20]2[C:15](=[CH:16][CH:17]=[CH:18][CH:19]=2)[N:14]=[CH:13][N:12]=1)[C:21]1[CH:26]=[CH:25][CH:24]=[CH:23][CH:22]=1. The yield is 0.600.